This data is from Full USPTO retrosynthesis dataset with 1.9M reactions from patents (1976-2016). The task is: Predict the reactants needed to synthesize the given product. (1) The reactants are: COC(=O)[C:4]([N:6]([CH2:8][C:9]([C:19]1[CH:24]=[C:23]([Br:25])[CH:22]=[CH:21][C:20]=1[F:26])([NH:11][C:12](OC(C)(C)C)=[O:13])[CH3:10])[CH3:7])=[O:5].Cl. Given the product [Br:25][C:23]1[CH:22]=[CH:21][C:20]([F:26])=[C:19]([C:9]2([CH3:10])[CH2:8][N:6]([CH3:7])[C:4](=[O:5])[C:12](=[O:13])[NH:11]2)[CH:24]=1, predict the reactants needed to synthesize it. (2) Given the product [N+:1]([C:4]1[CH:5]=[C:6]2[C:11](=[CH:12][CH:13]=1)[N:10]=[C:9]([OH:14])[CH:8]=[CH:7]2)([O-:3])=[O:2], predict the reactants needed to synthesize it. The reactants are: [N+:1]([C:4]1[CH:5]=[C:6]2[C:11](=[CH:12][CH:13]=1)[NH:10][C:9](=[O:14])[CH2:8][CH2:7]2)([O-:3])=[O:2].C1C(=O)N(Br)C(=O)C1.C(OOC(=O)C1C=CC=CC=1)(=O)C1C=CC=CC=1.